Dataset: Forward reaction prediction with 1.9M reactions from USPTO patents (1976-2016). Task: Predict the product of the given reaction. (1) Given the reactants [CH3:1][O:2][C:3](=[O:16])[C:4](=[C:8]([NH2:15])[C:9]1[CH:14]=[CH:13][CH:12]=[CH:11][CH:10]=1)[C:5](=O)[CH3:6].P12(SP3(SP(SP(S3)(S1)=S)(=S)S2)=S)=[S:18].C1(Cl)C(=O)C(Cl)=C(Cl)C(=O)C=1Cl, predict the reaction product. The product is: [CH3:1][O:2][C:3]([C:4]1[C:8]([C:9]2[CH:14]=[CH:13][CH:12]=[CH:11][CH:10]=2)=[N:15][S:18][C:5]=1[CH3:6])=[O:16]. (2) Given the reactants [F:1][C:2]1[CH:3]=[C:4]([CH2:9][C:10]([NH:12][C@H:13]([C:15]([OH:17])=O)[CH3:14])=[O:11])[CH:5]=[C:6]([F:8])[CH:7]=1.[NH2:18][CH:19]([C:25]1[S:26][C:27]2[CH:33]=[CH:32][CH:31]=[CH:30][C:28]=2[CH:29]=1)[C:20]([O:22][CH2:23][CH3:24])=[O:21], predict the reaction product. The product is: [F:8][C:6]1[CH:5]=[C:4]([CH2:9][C:10]([NH:12][C@H:13]([C:15]([NH:18][CH:19]([C:25]2[S:26][C:27]3[CH:33]=[CH:32][CH:31]=[CH:30][C:28]=3[CH:29]=2)[C:20]([O:22][CH2:23][CH3:24])=[O:21])=[O:17])[CH3:14])=[O:11])[CH:3]=[C:2]([F:1])[CH:7]=1. (3) Given the reactants [F:1][C:2]1[CH:7]=[CH:6][C:5]([C:8]2[C:13]([C:14]([O:16][CH3:17])=[O:15])=[C:12]([CH:18]([CH3:20])[CH3:19])[N:11]=[C:10]([OH:21])[N:9]=2)=[CH:4][CH:3]=1.C(N(CC)CC)C.C(#N)C.[CH3:32][S:33](Cl)(=[O:35])=[O:34], predict the reaction product. The product is: [F:1][C:2]1[CH:3]=[CH:4][C:5]([C:8]2[C:13]([C:14]([O:16][CH3:17])=[O:15])=[C:12]([CH:18]([CH3:19])[CH3:20])[N:11]=[C:10]([O:21][S:33]([CH3:32])(=[O:35])=[O:34])[N:9]=2)=[CH:6][CH:7]=1. (4) Given the reactants [C:1]([C@H:5]1[CH2:10][CH2:9][C@H:8]([O:11][C:12]2[CH:13]=[C:14]3[C:19](=[CH:20][CH:21]=2)[CH2:18][C@@H:17]([C@:22]2([CH3:28])[CH2:26][O:25]C(=O)[NH:23]2)[CH2:16][CH2:15]3)[CH2:7][CH2:6]1)([CH3:4])([CH3:3])[CH3:2].[OH-].[Li+].C(O)C.O, predict the reaction product. The product is: [NH2:23][C@@:22]([C@H:17]1[CH2:16][CH2:15][C:14]2[C:19](=[CH:20][CH:21]=[C:12]([O:11][C@H:8]3[CH2:7][CH2:6][C@H:5]([C:1]([CH3:4])([CH3:3])[CH3:2])[CH2:10][CH2:9]3)[CH:13]=2)[CH2:18]1)([CH3:28])[CH2:26][OH:25]. (5) Given the reactants [F:1][C:2]1[CH:7]=[C:6](B2OC(C)(C)C(C)(C)O2)[CH:5]=[CH:4][C:3]=1[C:17]1[N:18]=[CH:19][C:20]([NH2:23])=[N:21][CH:22]=1.Br[C:25]1[CH:30]=[C:29]([C:31]([F:34])([F:33])[F:32])[CH:28]=[CH:27][C:26]=1Cl.CC1(C)C(C)(C)OB([C:44]2[CH:45]=[N:46][C:47]([NH2:50])=[N:48][CH:49]=2)O1, predict the reaction product. The product is: [NH2:23][C:20]1[N:21]=[CH:22][C:17]([C:3]2[CH:4]=[CH:5][C:6]([C:25]3[CH:30]=[C:29]([C:31]([F:34])([F:33])[F:32])[CH:28]=[CH:27][C:26]=3[C:44]3[CH:45]=[N:46][C:47]([NH2:50])=[N:48][CH:49]=3)=[CH:7][C:2]=2[F:1])=[N:18][CH:19]=1. (6) Given the reactants [F:1][CH:2]1[C:7](=O)[CH2:6][CH2:5][N:4]([CH2:9][CH2:10][N:11]2[C:20]3[C:15](=[CH:16][CH:17]=[C:18]([O:21][CH3:22])[CH:19]=3)[N:14]=[CH:13][C:12]2=[O:23])[CH2:3]1.[O:24]1[C:33]2[CH:32]=[C:31]([CH2:34][NH2:35])[N:30]=[CH:29][C:28]=2[O:27][CH2:26][CH2:25]1.C(O[BH-](OC(=O)C)OC(=O)C)(=O)C.[Na+].C(=O)([O-])O.[Na+], predict the reaction product. The product is: [O:24]1[C:33]2[CH:32]=[C:31]([CH2:34][NH:35][CH:7]3[CH2:6][CH2:5][N:4]([CH2:9][CH2:10][N:11]4[C:20]5[C:15](=[CH:16][CH:17]=[C:18]([O:21][CH3:22])[CH:19]=5)[N:14]=[CH:13][C:12]4=[O:23])[CH2:3][CH:2]3[F:1])[N:30]=[CH:29][C:28]=2[O:27][CH2:26][CH2:25]1. (7) Given the reactants [CH3:1][O:2][C:3]1[CH:4]=[C:5]2[C:10](=[CH:11][CH:12]=1)[N:9]=[C:8]([C:13]1[CH:14]=[N:15][CH:16]=[CH:17][CH:18]=1)[N:7]=[C:6]2[N:19]1[C:27]2[C:22](=[CH:23][C:24](N)=[CH:25][CH:26]=2)[CH2:21][CH2:20]1.C=O.[C:31](O)(=O)C.[C:35]([BH3-])#[N:36].[Na+].[ClH:39], predict the reaction product. The product is: [ClH:39].[ClH:39].[ClH:39].[CH3:1][O:2][C:3]1[CH:4]=[C:5]2[C:10](=[CH:11][CH:12]=1)[N:9]=[C:8]([C:13]1[CH:14]=[N:15][CH:16]=[CH:17][CH:18]=1)[N:7]=[C:6]2[N:19]1[C:27]2[C:22](=[CH:23][C:24]([N:36]([CH3:35])[CH3:31])=[CH:25][CH:26]=2)[CH2:21][CH2:20]1.